Predict the product of the given reaction. From a dataset of Forward reaction prediction with 1.9M reactions from USPTO patents (1976-2016). (1) Given the reactants [CH2:1]([O:8][C:9]([N:11]1[CH2:17][CH2:16][C:15](=[O:18])[NH:14][CH2:13][C@H:12]1[CH3:19])=[O:10])[C:2]1[CH:7]=[CH:6][CH:5]=[CH:4][CH:3]=1.Cl[CH2:21][CH2:22][CH2:23][N:24]1[CH2:29][CH2:28][CH2:27][CH2:26][CH2:25]1, predict the reaction product. The product is: [CH2:1]([O:8][C:9]([N:11]1[CH2:17][CH2:16][C:15](=[O:18])[N:14]([CH2:21][CH2:22][CH2:23][N:24]2[CH2:29][CH2:28][CH2:27][CH2:26][CH2:25]2)[CH2:13][C@H:12]1[CH3:19])=[O:10])[C:2]1[CH:3]=[CH:4][CH:5]=[CH:6][CH:7]=1. (2) Given the reactants [O:1]=[C:2]1[NH:8][C:7]2[CH:9]=[CH:10][CH:11]=[CH:12][C:6]=2[O:5][C@H:4]([C:13]2[CH:18]=[CH:17][CH:16]=[CH:15][CH:14]=2)[C@@H:3]1[NH:19][C:20](=[O:33])[C@H:21]([CH3:32])[NH:22][C:23](=[O:31])[CH2:24][C:25]1[CH:30]=[CH:29][CH:28]=[CH:27][CH:26]=1.[F:34]C1C=CC(CC(O)=O)=CC=1, predict the reaction product. The product is: [F:34][C:28]1[CH:27]=[CH:26][C:25]([CH2:24][C:23]([NH:22][C@H:21]([C:20]([NH:19][C@@H:3]2[C:2](=[O:1])[NH:8][C:7]3[CH:9]=[CH:10][CH:11]=[CH:12][C:6]=3[O:5][C@@H:4]2[C:13]2[CH:18]=[CH:17][CH:16]=[CH:15][CH:14]=2)=[O:33])[CH3:32])=[O:31])=[CH:30][CH:29]=1. (3) Given the reactants C([Li])CCC.C([Mg]Cl)CCC.Br[C:13]1[CH:14]=[C:15]([CH3:22])[C:16](=[O:21])[N:17]([CH2:19][CH3:20])[CH:18]=1.[Br:23][C:24]1[CH:25]=[C:26]([C:30]([C:38]2[CH:43]=[CH:42][CH:41]=[C:40]([F:44])[C:39]=2[C:45]#[N:46])=[N:31][S@](C(C)(C)C)=O)[CH:27]=[CH:28][CH:29]=1.C(N(CC(O)=O)CC(O)=O)CN(CC(O)=O)CC(O)=O.[Cl-].[NH4+].C(OC(C)C)(=O)C.[Na+].[Cl-], predict the reaction product. The product is: [NH2:46][C:45]1[C:39]2[C:38](=[CH:43][CH:42]=[CH:41][C:40]=2[F:44])[C@@:30]([C:13]2[CH:14]=[C:15]([CH3:22])[C:16](=[O:21])[N:17]([CH2:19][CH3:20])[CH:18]=2)([C:26]2[CH:27]=[CH:28][CH:29]=[C:24]([Br:23])[CH:25]=2)[N:31]=1. (4) Given the reactants [CH3:1][C:2]([NH:4][CH2:5][CH2:6][C:7]1[C:11]2[CH:12]=[C:13]([OH:16])[CH:14]=[CH:15][C:10]=2[NH:9][CH:8]=1)=[O:3].CN1CCOCC1.Cl[C:25]([O:27][C:28]1[CH:33]=[CH:32][C:31]([N+:34]([O-:36])=[O:35])=[CH:30][CH:29]=1)=[O:26], predict the reaction product. The product is: [C:25](=[O:26])([O:27][C:28]1[CH:29]=[CH:30][C:31]([N+:34]([O-:36])=[O:35])=[CH:32][CH:33]=1)[O:16][C:13]1[CH:12]=[C:11]2[C:10](=[CH:15][CH:14]=1)[NH:9][CH:8]=[C:7]2[CH2:6][CH2:5][NH:4][C:2](=[O:3])[CH3:1]. (5) Given the reactants [CH3:1][C:2]1[C:3](Cl)=[N:4][C:5]2[C:10]([CH:11]=1)=[CH:9][CH:8]=[CH:7][CH:6]=2.[C:13]1(B(O)O)[CH:18]=[CH:17][CH:16]=[CH:15][CH:14]=1.C1(P(C2C=CC=CC=2)C2C=CC=CC=2)C=CC=CC=1.C([O-])([O-])=O.[K+].[K+], predict the reaction product. The product is: [C:13]1([C:3]2[C:2]([CH3:1])=[CH:11][C:10]3[C:5](=[CH:6][CH:7]=[CH:8][CH:9]=3)[N:4]=2)[CH:18]=[CH:17][CH:16]=[CH:15][CH:14]=1. (6) Given the reactants [Cl:1][C:2]1[N:7]=[C:6]([C:8]2[CH:9]=[C:10]([N:14]3[CH2:19][CH2:18][C:17](=[O:20])[CH2:16][CH2:15]3)[CH:11]=[CH:12][CH:13]=2)[CH:5]=[CH:4][N:3]=1.[BH4-].[Na+], predict the reaction product. The product is: [Cl:1][C:2]1[N:7]=[C:6]([C:8]2[CH:9]=[C:10]([N:14]3[CH2:15][CH2:16][CH:17]([OH:20])[CH2:18][CH2:19]3)[CH:11]=[CH:12][CH:13]=2)[CH:5]=[CH:4][N:3]=1.